Dataset: Serine/threonine kinase 33 screen with 319,792 compounds. Task: Binary Classification. Given a drug SMILES string, predict its activity (active/inactive) in a high-throughput screening assay against a specified biological target. (1) The molecule is S(=O)(=O)(/N=C(\NC(=S)Nc1c(n(n(c1=O)c1ccccc1)C)C)c1ccccc1)c1ccc(cc1)C. The result is 0 (inactive). (2) The molecule is Clc1cc(NC(=O)CC2NCCNC2=O)ccc1C. The result is 0 (inactive). (3) The molecule is O=C(Nc1cc(OC)c(OC)cc1)C1CCC(CC1)CNC1=C(N2CCC(CC2)C)C(=O)C1=O. The result is 0 (inactive).